This data is from HIV replication inhibition screening data with 41,000+ compounds from the AIDS Antiviral Screen. The task is: Binary Classification. Given a drug SMILES string, predict its activity (active/inactive) in a high-throughput screening assay against a specified biological target. (1) The compound is O=C(C=Cc1ccc(O)c(O)c1)OCCc1cccc2ccccc12. The result is 0 (inactive). (2) The drug is CC(C)CC1C(=O)NCCC(NC(=O)C(N)Cc2ccc(O)cc2)C(=O)NC(Cc2ccccc2)C(=O)NC(Cc2ccccc2)NC1=O.O=C(O)C(F)(F)F. The result is 0 (inactive).